This data is from Forward reaction prediction with 1.9M reactions from USPTO patents (1976-2016). The task is: Predict the product of the given reaction. (1) Given the reactants [BH4-].[Na+].[Cl:3][C:4]1[CH:5]=[C:6]([C:10](=[O:32])[CH:11]([CH2:17][C:18]2[CH:23]=[CH:22][C:21]([CH2:24][C:25]([F:31])([F:30])[C:26]([F:29])([F:28])[F:27])=[CH:20][CH:19]=2)[C:12]([O:14][CH2:15][CH3:16])=[O:13])[CH:7]=[CH:8][CH:9]=1, predict the reaction product. The product is: [Cl:3][C:4]1[CH:5]=[C:6]([CH:10]([OH:32])[CH:11]([CH2:17][C:18]2[CH:23]=[CH:22][C:21]([CH2:24][C:25]([F:30])([F:31])[C:26]([F:28])([F:29])[F:27])=[CH:20][CH:19]=2)[C:12]([O:14][CH2:15][CH3:16])=[O:13])[CH:7]=[CH:8][CH:9]=1. (2) Given the reactants Cl[C:2]1[CH:7]=[C:6]([C:8]2[N:9]=[C:10]3[C:16]([C:17](=[O:22])[C:18]([CH3:21])([CH3:20])[CH3:19])=[CH:15][NH:14][C:11]3=[N:12][CH:13]=2)[CH:5]=[CH:4][N:3]=1.[C:23]1(B(O)O)[CH2:27][CH2:26][CH2:25][CH:24]=1.C(=O)([O-])[O-].[K+].[K+].C(Cl)Cl, predict the reaction product. The product is: [C:23]1([C:2]2[CH:7]=[C:6]([C:8]3[N:9]=[C:10]4[C:16]([C:17](=[O:22])[C:18]([CH3:21])([CH3:20])[CH3:19])=[CH:15][NH:14][C:11]4=[N:12][CH:13]=3)[CH:5]=[CH:4][N:3]=2)[CH2:27][CH2:26][CH2:25][CH:24]=1. (3) Given the reactants [Br:1][C:2]1[CH:3]=[N:4][CH:5]=[CH:6][C:7]=1[CH:8]=[O:9].[C:10]1([CH2:16][CH2:17][CH2:18][Mg]Br)[CH:15]=[CH:14][CH:13]=[CH:12][CH:11]=1, predict the reaction product. The product is: [Br:1][C:2]1[CH:3]=[N:4][CH:5]=[CH:6][C:7]=1[CH:8]([OH:9])[CH2:18][CH2:17][CH2:16][C:10]1[CH:15]=[CH:14][CH:13]=[CH:12][CH:11]=1. (4) Given the reactants [CH2:1]([S:3][CH2:4][C:5]1[CH:10]=[CH:9][CH:8]=[C:7]([N+:11]([O-])=O)[CH:6]=1)[CH3:2].[OH-:14].[Na+].C1C[O:19]CC1, predict the reaction product. The product is: [CH2:1]([S:3]([CH2:4][C:5]1[CH:6]=[C:7]([CH:8]=[CH:9][CH:10]=1)[NH2:11])(=[O:19])=[O:14])[CH3:2]. (5) Given the reactants Cl[C:2]1[C:11]2=[N:12][N:13](CC3C=CC(OC)=CC=3)[CH:14]=[C:10]2[C:9]2[CH:8]=[C:7]([O:24][CH3:25])[CH:6]=[CH:5][C:4]=2[N:3]=1.[CH3:26][N:27]1[CH2:32][CH2:31][N:30]([C:33]2[CH:34]=[C:35]([CH:37]=[CH:38][CH:39]=2)[NH2:36])[CH2:29][CH2:28]1.Cl, predict the reaction product. The product is: [CH3:25][O:24][C:7]1[CH:6]=[CH:5][C:4]2[N:3]=[C:2]([NH:36][C:35]3[CH:37]=[CH:38][CH:39]=[C:33]([N:30]4[CH2:29][CH2:28][N:27]([CH3:26])[CH2:32][CH2:31]4)[CH:34]=3)[C:11]3=[N:12][NH:13][CH:14]=[C:10]3[C:9]=2[CH:8]=1. (6) Given the reactants P(=O)(O)(O)O.C(OC([NH:13][CH:14]1[CH2:17][N:16]([C:18]2[CH:19]=[C:20]([CH:26]=[CH:27][CH:28]=2)[C:21]([O:23][CH2:24][CH3:25])=[O:22])[CH2:15]1)=O)(C)(C)C.O.[OH-].[Na+], predict the reaction product. The product is: [NH2:13][CH:14]1[CH2:15][N:16]([C:18]2[CH:19]=[C:20]([CH:26]=[CH:27][CH:28]=2)[C:21]([O:23][CH2:24][CH3:25])=[O:22])[CH2:17]1. (7) Given the reactants [CH3:1][N:2]1[C:10]2[C:5](=[CH:6][CH:7]=[C:8]([C:11]([F:14])([F:13])[F:12])[CH:9]=2)[C:4]([C:15]2[N:20]=[C:19]3[C:21]([C:32]([O:34]C)=[O:33])=[CH:22][N:23](COC(=O)C(C)(C)C)[C:18]3=[N:17][CH:16]=2)=[N:3]1.[OH-].[K+], predict the reaction product. The product is: [CH3:1][N:2]1[C:10]2[C:5](=[CH:6][CH:7]=[C:8]([C:11]([F:13])([F:14])[F:12])[CH:9]=2)[C:4]([C:15]2[N:20]=[C:19]3[C:21]([C:32]([OH:34])=[O:33])=[CH:22][NH:23][C:18]3=[N:17][CH:16]=2)=[N:3]1. (8) Given the reactants [F:1][C:2]1[CH:7]=[C:6]([C:8]2([CH3:27])[C:13]3=[N:14][S:15](=[O:19])(=[O:18])[CH2:16][CH2:17][N:12]3[CH2:11][CH2:10][N:9]2C(OC(C)(C)C)=O)[CH:5]=[CH:4][C:3]=1[C:28]1[CH:33]=[CH:32][CH:31]=[CH:30][CH:29]=1.[ClH:34].CCOC(C)=O, predict the reaction product. The product is: [ClH:34].[F:1][C:2]1[CH:7]=[C:6]([C:8]2([CH3:27])[C:13]3=[N:14][S:15](=[O:19])(=[O:18])[CH2:16][CH2:17][N:12]3[CH2:11][CH2:10][NH:9]2)[CH:5]=[CH:4][C:3]=1[C:28]1[CH:29]=[CH:30][CH:31]=[CH:32][CH:33]=1. (9) Given the reactants [Cl:1][C:2]1[N:7]=[C:6]2[N:8]([CH2:11][C:12]3[CH:13]=[C:14]4[C:19](=[CH:20][CH:21]=3)[N+:18]([O-])=[CH:17][CH:16]=[CH:15]4)[N:9]=[N:10][C:5]2=[CH:4][CH:3]=1.C(=O)(O)[O-:24].[Na+], predict the reaction product. The product is: [Cl:1][C:2]1[N:7]=[C:6]2[N:8]([CH2:11][C:12]3[CH:13]=[C:14]4[C:19](=[CH:20][CH:21]=3)[NH:18][C:17](=[O:24])[CH:16]=[CH:15]4)[N:9]=[N:10][C:5]2=[CH:4][CH:3]=1. (10) Given the reactants Cl[C:2]([O:4][C:5]1[CH:10]=[CH:9][C:8]([O:11][C:12]2[CH:17]=[CH:16][C:15]([C:18]([F:21])([F:20])[F:19])=[CH:14][N:13]=2)=[CH:7][CH:6]=1)=[O:3].[CH3:22][N:23]([CH3:43])[C:24]1[CH:33]=[CH:32][CH:31]=[C:30]2[C:25]=1[CH:26]=[CH:27][CH:28]=[C:29]2[S:34]([N:37]1[CH2:42][CH2:41][NH:40][CH2:39][CH2:38]1)(=[O:36])=[O:35], predict the reaction product. The product is: [F:19][C:18]([F:21])([F:20])[C:15]1[CH:16]=[CH:17][C:12]([O:11][C:8]2[CH:9]=[CH:10][C:5]([O:4][C:2]([N:40]3[CH2:41][CH2:42][N:37]([S:34]([C:29]4[C:30]5[C:25](=[C:24]([N:23]([CH3:43])[CH3:22])[CH:33]=[CH:32][CH:31]=5)[CH:26]=[CH:27][CH:28]=4)(=[O:36])=[O:35])[CH2:38][CH2:39]3)=[O:3])=[CH:6][CH:7]=2)=[N:13][CH:14]=1.